This data is from Retrosynthesis with 50K atom-mapped reactions and 10 reaction types from USPTO. The task is: Predict the reactants needed to synthesize the given product. (1) The reactants are: CC1(C)CCC(CN2CCN(c3ccc(C(=O)NS(=O)(=O)c4ccc(NC5CCN(C(=O)OC(C)(C)C)CC5)c([N+](=O)[O-])c4)c(Oc4cnc5[nH]ccc5c4)c3)CC2)=C(c2ccc(Cl)cc2)C1. Given the product CC1(C)CCC(CN2CCN(c3ccc(C(=O)NS(=O)(=O)c4ccc(NC5CCNCC5)c([N+](=O)[O-])c4)c(Oc4cnc5[nH]ccc5c4)c3)CC2)=C(c2ccc(Cl)cc2)C1, predict the reactants needed to synthesize it. (2) Given the product O=C(CNc1nc(-c2ccc(F)cc2)cs1)N1CCC1, predict the reactants needed to synthesize it. The reactants are: C1CNC1.O=C(O)CNc1nc(-c2ccc(F)cc2)cs1. (3) Given the product CC(C)(C)OC(=O)C[C@H](NC(=O)[C@@H]1CCCN(C(=O)CCC2CCN(C(=O)OC(C)(C)C)CC2)C1)c1cncc(O)c1, predict the reactants needed to synthesize it. The reactants are: CC(C)(C)OC(=O)C[C@H](NC(=O)[C@@H]1CCCN(C(=O)CCC2CCN(C(=O)OC(C)(C)C)CC2)C1)c1cncc(OCc2ccccc2)c1. (4) Given the product O=C(Nc1c(Cl)cccc1Cl)Nc1c(C(=O)N[C@H](C(=O)O)C2CCCCC2)oc2cc(Br)ccc12, predict the reactants needed to synthesize it. The reactants are: COC(=O)[C@@H](NC(=O)c1oc2cc(Br)ccc2c1NC(=O)Nc1c(Cl)cccc1Cl)C1CCCCC1. (5) Given the product CC(C)(C)OC(=O)N1CCN(c2ccc(Br)cc2)CC1, predict the reactants needed to synthesize it. The reactants are: Brc1ccc(N2CCNCC2)cc1.CC(C)(C)OC(=O)OC(=O)OC(C)(C)C. (6) The reactants are: CC(C)C(Nc1ccc(C(F)(F)F)cc1Cl)C(=O)O.O=C(c1ccccc1)c1cccc(CO)n1. Given the product CC(C)C(Nc1ccc(C(F)(F)F)cc1Cl)C(=O)OCc1cccc(C(=O)c2ccccc2)n1, predict the reactants needed to synthesize it. (7) Given the product CN(C)c1ccc(CN2C(=O)C(Cl)=C(c3ccccc3)C2=O)cc1, predict the reactants needed to synthesize it. The reactants are: CN(C)c1ccc(CN)cc1.O=C1OC(=O)C(c2ccccc2)=C1Cl. (8) The reactants are: O=C=Nc1ccc(Cl)cc1.O=[N+]([O-])c1cn2c(n1)OC(CCO)C2. Given the product O=C(Nc1ccc(Cl)cc1)OCCC1Cn2cc([N+](=O)[O-])nc2O1, predict the reactants needed to synthesize it.